Dataset: Peptide-MHC class I binding affinity with 185,985 pairs from IEDB/IMGT. Task: Regression. Given a peptide amino acid sequence and an MHC pseudo amino acid sequence, predict their binding affinity value. This is MHC class I binding data. The peptide sequence is ISDNTHIYL. The MHC is Mamu-A01 with pseudo-sequence Mamu-A01. The binding affinity (normalized) is 0.568.